From a dataset of Reaction yield outcomes from USPTO patents with 853,638 reactions. Predict the reaction yield, written as a fraction of the theoretical maximum amount of product (1.0 means a 100% yield; for example, 0.34 means a 34% yield). (1) The reactants are [O:1]1[C:5]2([CH2:10][CH:9]([C:11](OC)=[O:12])[CH2:8][CH:7]([C:15](OC)=[O:16])[CH2:6]2)[O:4][CH2:3][CH2:2]1.[H-].[Al+3].[Li+].[H-].[H-].[H-].C(OCC)C.[OH-].[Na+]. The catalyst is C1COCC1. The product is [OH:16][CH2:15][CH:7]1[CH2:8][CH:9]([CH2:11][OH:12])[CH2:10][C:5]2([O:1][CH2:2][CH2:3][O:4]2)[CH2:6]1. The yield is 0.930. (2) The reactants are [N+:1]([C:4]1[CH:5]=[N:6][CH:7]=[CH:8][C:9]=1[C@H:10]1[O:15][C@@H:14]([CH2:16][OH:17])[CH2:13][CH2:12][O:11]1)([O-:3])=[O:2].N1C=CN=C1.[CH3:23][C:24]([Si:27](Cl)([CH3:29])[CH3:28])([CH3:26])[CH3:25]. The catalyst is C(Cl)Cl. The product is [Si:27]([O:17][CH2:16][C@H:14]1[CH2:13][CH2:12][O:11][C@@H:10]([C:9]2[CH:8]=[CH:7][N:6]=[CH:5][C:4]=2[N+:1]([O-:3])=[O:2])[O:15]1)([C:24]([CH3:26])([CH3:25])[CH3:23])([CH3:29])[CH3:28]. The yield is 0.400. (3) The reactants are [NH2:1][CH2:2][CH2:3][CH2:4][C:5]1([C:22]2[CH:27]=[CH:26][CH:25]=[CH:24][CH:23]=2)[N:9]([C:10](=[O:14])[CH:11]([CH3:13])[CH3:12])[N:8]=[C:7]([C:15]2[CH:20]=[CH:19][CH:18]=[C:17]([F:21])[CH:16]=2)[S:6]1.[CH3:28][C:29]([CH3:31])=O.C(O[BH-](OC(=O)C)OC(=O)C)(=O)C.[Na+]. The catalyst is C(#N)C.C([O-])([O-])=O.[Na+].[Na+]. The product is [F:21][C:17]1[CH:16]=[C:15]([C:7]2[S:6][C:5]([CH2:4][CH2:3][CH2:2][NH:1][CH:29]([CH3:31])[CH3:28])([C:22]3[CH:27]=[CH:26][CH:25]=[CH:24][CH:23]=3)[N:9]([C:10](=[O:14])[CH:11]([CH3:13])[CH3:12])[N:8]=2)[CH:20]=[CH:19][CH:18]=1. The yield is 0.500.